Dataset: Full USPTO retrosynthesis dataset with 1.9M reactions from patents (1976-2016). Task: Predict the reactants needed to synthesize the given product. Given the product [F:24][C:22]1[CH:21]=[CH:20][C:19]([O:25][C:26]2[CH:31]=[CH:30][C:29]([O:32][CH2:33][CH2:34][C:35]([OH:38])([CH3:37])[CH3:36])=[CH:28][C:27]=2[F:39])=[C:18]2[C:23]=1[C@H:15]([O:14][C:12]1[CH:11]=[CH:10][C:9]3[C@H:5]([CH2:4][C:3]([OH:40])=[O:2])[CH2:6][O:7][C:8]=3[CH:13]=1)[CH2:16][CH2:17]2, predict the reactants needed to synthesize it. The reactants are: C[O:2][C:3](=[O:40])[CH2:4][C@H:5]1[C:9]2[CH:10]=[CH:11][C:12]([O:14][C@H:15]3[C:23]4[C:18](=[C:19]([O:25][C:26]5[CH:31]=[CH:30][C:29]([O:32][CH2:33][CH2:34][C:35]([OH:38])([CH3:37])[CH3:36])=[CH:28][C:27]=5[F:39])[CH:20]=[CH:21][C:22]=4[F:24])[CH2:17][CH2:16]3)=[CH:13][C:8]=2[O:7][CH2:6]1.[OH-].[K+].